Dataset: Reaction yield outcomes from USPTO patents with 853,638 reactions. Task: Predict the reaction yield, written as a fraction of the theoretical maximum amount of product (1.0 means a 100% yield; for example, 0.34 means a 34% yield). (1) The reactants are [Br:1][C:2]1[CH:3]=[C:4]([C:15]([O:17]C)=[O:16])[C:5](=[O:14])[N:6]([C:8]2[CH:13]=[CH:12][CH:11]=[CH:10][CH:9]=2)[CH:7]=1.[OH-].[Na+].Cl. The catalyst is O1CCOCC1.O. The product is [Br:1][C:2]1[CH:3]=[C:4]([C:15]([OH:17])=[O:16])[C:5](=[O:14])[N:6]([C:8]2[CH:13]=[CH:12][CH:11]=[CH:10][CH:9]=2)[CH:7]=1. The yield is 0.866. (2) The product is [NH2:12][C:13]1[NH:1][C:2]2[CH:3]=[C:4]([C:5]([NH2:22])=[O:6])[CH:8]=[CH:9][C:10]=2[N:11]=1. The yield is 0.220. The catalyst is CO.CN(C=O)C.CCOC(C)=O. The reactants are [NH2:1][C:2]1[CH:3]=[C:4]([CH:8]=[CH:9][C:10]=1[NH2:11])[C:5](O)=[O:6].[N:12]#[C:13]Br.C([O-])([O-])=O.[K+].[K+].C[N:22](C(ON1N=NC2C=CC=CC1=2)=[N+](C)C)C.F[P-](F)(F)(F)(F)F.CCN(C(C)C)C(C)C.[NH4+].[Cl-]. (3) The product is [CH3:1][C:2]1[CH:11]=[CH:10][C:9]2[C:4](=[CH:5][CH:6]=[CH:7][C:8]=2[N:12]2[CH2:13][CH2:14][N:15]([CH2:18][CH2:19][C:20]3[CH:21]=[C:22]([NH:23][C:33]([CH:27]4[CH2:32][CH2:31][CH2:30][CH2:29][CH2:28]4)=[O:34])[CH:24]=[CH:25][CH:26]=3)[CH2:16][CH2:17]2)[N:3]=1. No catalyst specified. The reactants are [CH3:1][C:2]1[CH:11]=[CH:10][C:9]2[C:4](=[CH:5][CH:6]=[CH:7][C:8]=2[N:12]2[CH2:17][CH2:16][N:15]([CH2:18][CH2:19][C:20]3[CH:21]=[C:22]([CH:24]=[CH:25][CH:26]=3)[NH2:23])[CH2:14][CH2:13]2)[N:3]=1.[CH:27]1([C:33](Cl)=[O:34])[CH2:32][CH2:31][CH2:30][CH2:29][CH2:28]1. The yield is 0.300. (4) No catalyst specified. The product is [Br:1][C:2]1[CH:3]=[C:4]([C:9]2([CH2:27][F:28])[CH2:14][CH:13]([C:15]([F:16])([F:17])[F:18])[O:12][C:11]([NH2:19])=[N:10]2)[C:5]([F:8])=[N:6][CH:7]=1. The reactants are [Br:1][C:2]1[CH:3]=[C:4]([C@:9]2([CH2:27][F:28])[CH2:14][C@@H:13]([C:15]([F:18])([F:17])[F:16])[O:12][C:11]([NH:19]C(=O)OC(C)(C)C)=[N:10]2)[C:5]([F:8])=[N:6][CH:7]=1.FC(F)(F)C(O)=O. The yield is 0.830. (5) The reactants are Br[C:2]1[CH:3]=[CH:4][C:5]2[N:6]([C:15]3[CH:20]=[CH:19][CH:18]=[CH:17][CH:16]=3)[C:7]3[C:12]([C:13]=2[CH:14]=1)=[CH:11][CH:10]=[CH:9][CH:8]=3.CCCCCC.C([Li])CCC.[B:32](OC)([O:35]C)[O:33]C.Cl. The catalyst is C1COCC1. The product is [C:7]1([N:6]2[C:5]3[CH:13]=[CH:14][C:2]([B:32]([OH:35])[OH:33])=[CH:3][C:4]=3[C:20]3[C:15]2=[CH:16][CH:17]=[CH:18][CH:19]=3)[CH:12]=[CH:11][CH:10]=[CH:9][CH:8]=1. The yield is 0.580. (6) The reactants are [CH3:1][O:2][C:3]1[CH:4]=[C:5]([CH:7]=[CH:8][C:9]=1[C:10]1[O:14][CH:13]=[N:12][CH:11]=1)[NH2:6].[S:15]1[C:19]2[CH:20]=[CH:21][CH:22]=[CH:23][C:18]=2[CH:17]=[C:16]1[CH:24]=O. No catalyst specified. The product is [S:15]1[C:19]2[CH:20]=[CH:21][CH:22]=[CH:23][C:18]=2[CH:17]=[C:16]1[CH2:24][NH:6][C:5]1[CH:7]=[CH:8][C:9]([C:10]2[O:14][CH:13]=[N:12][CH:11]=2)=[C:3]([O:2][CH3:1])[CH:4]=1. The yield is 0.357.